This data is from Full USPTO retrosynthesis dataset with 1.9M reactions from patents (1976-2016). The task is: Predict the reactants needed to synthesize the given product. (1) Given the product [CH3:24][O:23][C:17]1[CH:16]=[C:15]2[C:20](=[C:19]([CH3:21])[C:18]=1[CH3:22])[N:11]([C:9]1[S:10][C:2]3[CH:7]=[CH:6][CH:5]=[CH:4][C:3]=3[N:8]=1)[CH2:12][C:13]1([CH2:27][CH2:26][CH2:25]1)[CH2:14]2, predict the reactants needed to synthesize it. The reactants are: Br[C:2]1[CH:7]=[CH:6][CH:5]=[CH:4][C:3]=1[NH:8][C:9]([N:11]1[C:20]2[C:15](=[CH:16][C:17]([O:23][CH3:24])=[C:18]([CH3:22])[C:19]=2[CH3:21])[CH2:14][C:13]2([CH2:27][CH2:26][CH2:25]2)[CH2:12]1)=[S:10].C([O-])([O-])=O.[Cs+].[Cs+]. (2) Given the product [CH2:19]([O:1][C:2]1[CH:9]=[C:8]([OH:10])[CH:7]=[CH:6][C:3]=1[CH:4]=[O:5])[CH:18]=[CH2:17], predict the reactants needed to synthesize it. The reactants are: [OH:1][C:2]1[CH:9]=[C:8]([OH:10])[CH:7]=[CH:6][C:3]=1[CH:4]=[O:5].C(=O)([O-])[O-].[K+].[K+].[CH2:17](Br)[CH:18]=[CH2:19].[I-].[K+]. (3) Given the product [Cl:7][C:8]1[CH:9]=[C:10]([CH:27]=[CH:28][C:29]=1[Cl:30])[O:11][C:12]1[C:17](=[O:18])[NH:16][C:15]([C:19]2[NH:20][C:32](=[NH:31])[O:22][N:21]=2)=[N:14][C:13]=1[C:23]([F:26])([F:24])[F:25], predict the reactants needed to synthesize it. The reactants are: C(=O)([O-])[O-].[K+].[K+].[Cl:7][C:8]1[CH:9]=[C:10]([CH:27]=[CH:28][C:29]=1[Cl:30])[O:11][C:12]1[C:17](=[O:18])[NH:16][C:15]([C:19](=[N:21][OH:22])[NH2:20])=[N:14][C:13]=1[C:23]([F:26])([F:25])[F:24].[N:31]#[C:32]Br. (4) Given the product [CH3:30][S:31]([O:16][CH2:15][CH2:14][N:7]1[C:6]2[CH:5]=[C:4]([C:17]3[CH:22]=[CH:21][CH:20]=[CH:19][CH:18]=3)[CH:3]=[C:2]([CH3:1])[C:10]=2[N:9]=[C:8]1[CH2:11][CH2:12][CH3:13])(=[O:33])=[O:32], predict the reactants needed to synthesize it. The reactants are: [CH3:1][C:2]1[C:10]2[N:9]=[C:8]([CH2:11][CH2:12][CH3:13])[N:7]([CH2:14][CH2:15][OH:16])[C:6]=2[CH:5]=[C:4]([C:17]2[CH:22]=[CH:21][CH:20]=[CH:19][CH:18]=2)[CH:3]=1.CCN(CC)CC.[CH3:30][S:31](Cl)(=[O:33])=[O:32]. (5) Given the product [CH3:21][O:22][N:23]([CH3:24])[C:10](=[O:12])[CH:9]([C:4]1[CH:5]=[C:6]([S:7][CH3:8])[N:2]([CH3:1])[N:3]=1)[CH2:13][CH:14]1[CH2:19][CH2:18][O:17][CH2:16][CH2:15]1, predict the reactants needed to synthesize it. The reactants are: [CH3:1][N:2]1[C:6]([S:7][CH3:8])=[CH:5][C:4]([CH:9]([CH2:13][CH:14]2[CH2:19][CH2:18][O:17][CH2:16][CH2:15]2)[C:10]([OH:12])=O)=[N:3]1.Cl.[CH3:21][O:22][NH:23][CH3:24].N1(O)C2C=CC=CC=2N=N1.Cl.CN(C)CCCN=C=NCC.C(O)(=O)CC(CC(O)=O)(C(O)=O)O. (6) Given the product [ClH:17].[CH2:13]=[C:11]1[CH2:12][NH:8][C@H:9]([C:14]([OH:16])=[O:15])[CH2:10]1, predict the reactants needed to synthesize it. The reactants are: C(OC([N:8]1[CH2:12][C:11](=[CH2:13])[CH2:10][C@H:9]1[C:14]([OH:16])=[O:15])=O)(C)(C)C.[ClH:17]. (7) Given the product [Cl:16][C:11]1[C:12]2[O:13][C:5]3[CH:4]=[CH:3][C:2]([CH3:1])=[CH:15][C:6]=3[C:7]=2[N:8]=[CH:9][N:10]=1, predict the reactants needed to synthesize it. The reactants are: [CH3:1][C:2]1[CH:3]=[CH:4][C:5]2[O:13][C:12]3[C:11](=O)[NH:10][CH:9]=[N:8][C:7]=3[C:6]=2[CH:15]=1.[Cl:16]C1C2OC3C=CC(Cl)=CC=3C=2N=CN=1. (8) Given the product [Cl:19][C:20]1[CH:25]=[CH:24][CH:23]=[CH:22][C:21]=1[CH2:26][CH2:27][O:28][C:29]1[CH:30]=[C:31]([CH:35]=[CH:36][N:37]=1)[C:32]([N:16]1[CH2:17][CH2:18][N:13]([C:11]([NH:10][C:5]2[C:4]([Cl:3])=[N:9][CH:8]=[CH:7][N:6]=2)=[O:12])[CH2:14][CH2:15]1)=[O:33], predict the reactants needed to synthesize it. The reactants are: Cl.Cl.[Cl:3][C:4]1[C:5]([NH:10][C:11]([N:13]2[CH2:18][CH2:17][NH:16][CH2:15][CH2:14]2)=[O:12])=[N:6][CH:7]=[CH:8][N:9]=1.[Cl:19][C:20]1[CH:25]=[CH:24][CH:23]=[CH:22][C:21]=1[CH2:26][CH2:27][O:28][C:29]1[CH:30]=[C:31]([CH:35]=[CH:36][N:37]=1)[C:32](O)=[O:33].CCN=C=NCCCN(C)C.C1C=CC2N(O)N=NC=2C=1. (9) Given the product [ClH:73].[NH2:35][CH2:36][C:37]([N:13]1[CH2:12][CH2:11][N:10]([C:14]2[CH:19]=[CH:18][C:17]([O:20][CH3:21])=[C:16]([O:22][CH:23]3[CH2:27][CH2:26][CH2:25][CH2:24]3)[CH:15]=2)[CH2:9][C@@H:8]1[CH2:1][C:2]1[CH:3]=[CH:4][CH:5]=[CH:6][CH:7]=1)=[O:38], predict the reactants needed to synthesize it. The reactants are: [CH2:1]([C@@H:8]1[NH:13][CH2:12][CH2:11][N:10]([C:14]2[CH:19]=[CH:18][C:17]([O:20][CH3:21])=[C:16]([O:22][CH:23]3[CH2:27][CH2:26][CH2:25][CH2:24]3)[CH:15]=2)[CH2:9]1)[C:2]1[CH:7]=[CH:6][CH:5]=[CH:4][CH:3]=1.C([NH:35][CH2:36][C:37](O)=[O:38])(OC(C)(C)C)=O.C(N(C(C)C)CC)(C)C.CN(C(ON1N=NC2C=CC=NC1=2)=[N+](C)C)C.F[P-](F)(F)(F)(F)F.[ClH:73]. (10) Given the product [NH:1]([C:82]([O:84][C:85]([CH3:86])([CH3:88])[CH3:87])=[O:83])[C@H:2]([C:19]([NH:21][C@H:22]([C:40]([N:42]1[CH2:81][CH2:80][CH2:79][C@H:43]1[C:44]([NH:46][C@H:47]([C:49]([NH:51][C@H:52]([C:69]([OH:71])=[O:70])[CH2:53][CH2:54][CH2:55][CH2:56][NH:57][C:58]([O:60][CH2:61][C:62]1[CH:68]=[CH:67][CH:66]=[CH:65][C:63]=1[Cl:64])=[O:59])=[O:50])[CH3:48])=[O:45])=[O:41])[CH2:23][CH2:24][CH2:25][NH:26][C:27](=[NH:39])[NH:28][S:29]([C:32]1[CH:33]=[CH:34][C:35]([CH3:36])=[CH:37][CH:38]=1)(=[O:31])=[O:30])=[O:20])[CH2:3][CH2:4][CH2:5][CH2:6][NH:7][C:8]([O:10][CH2:11][C:12]1[CH:18]=[CH:17][CH:16]=[CH:15][C:13]=1[Cl:14])=[O:9], predict the reactants needed to synthesize it. The reactants are: [NH:1]([C:82]([O:84][C:85]([CH3:88])([CH3:87])[CH3:86])=[O:83])[C@H:2]([C:19]([NH:21][C@H:22]([C:40]([N:42]1[CH2:81][CH2:80][CH2:79][C@H:43]1[C:44]([NH:46][C@H:47]([C:49]([NH:51][C@H:52]([C:69]([O:71]CC1C=CC=CC=1)=[O:70])[CH2:53][CH2:54][CH2:55][CH2:56][NH:57][C:58]([O:60][CH2:61][C:62]1[CH:68]=[CH:67][CH:66]=[CH:65][C:63]=1[Cl:64])=[O:59])=[O:50])[CH3:48])=[O:45])=[O:41])[CH2:23][CH2:24][CH2:25][NH:26][C:27](=[NH:39])[NH:28][S:29]([C:32]1[CH:38]=[CH:37][C:35]([CH3:36])=[CH:34][CH:33]=1)(=[O:31])=[O:30])=[O:20])[CH2:3][CH2:4][CH2:5][CH2:6][NH:7][C:8]([O:10][CH2:11][C:12]1[CH:18]=[CH:17][CH:16]=[CH:15][C:13]=1[Cl:14])=[O:9].[OH-].[Na+].C(Cl)(Cl)Cl.CO.